From a dataset of NCI-60 drug combinations with 297,098 pairs across 59 cell lines. Regression. Given two drug SMILES strings and cell line genomic features, predict the synergy score measuring deviation from expected non-interaction effect. (1) Drug 1: CC1=C2C(C(=O)C3(C(CC4C(C3C(C(C2(C)C)(CC1OC(=O)C(C(C5=CC=CC=C5)NC(=O)OC(C)(C)C)O)O)OC(=O)C6=CC=CC=C6)(CO4)OC(=O)C)OC)C)OC. Drug 2: CC1=C(C(=CC=C1)Cl)NC(=O)C2=CN=C(S2)NC3=CC(=NC(=N3)C)N4CCN(CC4)CCO. Cell line: SNB-75. Synergy scores: CSS=41.8, Synergy_ZIP=-2.29, Synergy_Bliss=-0.0694, Synergy_Loewe=0.279, Synergy_HSA=3.07. (2) Synergy scores: CSS=-1.43, Synergy_ZIP=1.91, Synergy_Bliss=-0.0595, Synergy_Loewe=-0.744, Synergy_HSA=-3.10. Cell line: SF-539. Drug 2: C1CNP(=O)(OC1)N(CCCl)CCCl. Drug 1: CC(C)NC(=O)C1=CC=C(C=C1)CNNC.Cl. (3) Drug 1: CCCS(=O)(=O)NC1=C(C(=C(C=C1)F)C(=O)C2=CNC3=C2C=C(C=N3)C4=CC=C(C=C4)Cl)F. Drug 2: CCC1=CC2CC(C3=C(CN(C2)C1)C4=CC=CC=C4N3)(C5=C(C=C6C(=C5)C78CCN9C7C(C=CC9)(C(C(C8N6C)(C(=O)OC)O)OC(=O)C)CC)OC)C(=O)OC.C(C(C(=O)O)O)(C(=O)O)O. Cell line: LOX IMVI. Synergy scores: CSS=54.2, Synergy_ZIP=-0.643, Synergy_Bliss=0.530, Synergy_Loewe=-1.32, Synergy_HSA=7.31. (4) Drug 1: CC1=C(C(=CC=C1)Cl)NC(=O)C2=CN=C(S2)NC3=CC(=NC(=N3)C)N4CCN(CC4)CCO. Drug 2: CS(=O)(=O)OCCCCOS(=O)(=O)C. Cell line: OVCAR-4. Synergy scores: CSS=11.3, Synergy_ZIP=-7.09, Synergy_Bliss=-8.34, Synergy_Loewe=-25.7, Synergy_HSA=-5.37. (5) Drug 1: C1CN1C2=NC(=NC(=N2)N3CC3)N4CC4. Drug 2: N.N.Cl[Pt+2]Cl. Cell line: NCIH23. Synergy scores: CSS=78.0, Synergy_ZIP=-1.90, Synergy_Bliss=-2.36, Synergy_Loewe=0.792, Synergy_HSA=4.15.